This data is from Catalyst prediction with 721,799 reactions and 888 catalyst types from USPTO. The task is: Predict which catalyst facilitates the given reaction. (1) Reactant: [CH3:1][N:2]([CH3:25])[C:3](=O)[CH2:4][C:5]1[C:13]2[C:8](=[C:9]([F:21])[CH:10]=[C:11]([CH2:16][CH2:17][C:18]([NH2:20])=O)[C:12]=2[O:14][CH3:15])[N:7]([CH2:22][CH3:23])[CH:6]=1.[H-].[Al+3].[Li+].[H-].[H-].[H-]. Product: [CH3:25][N:2]([CH3:1])[CH2:3][CH2:4][C:5]1[C:13]2[C:8](=[C:9]([F:21])[CH:10]=[C:11]([CH2:16][CH2:17][CH2:18][NH2:20])[C:12]=2[O:14][CH3:15])[N:7]([CH2:22][CH3:23])[CH:6]=1. The catalyst class is: 1. (2) Reactant: [Cl:1][C:2]1[CH:7]=[CH:6][C:5]([O:8][C:9]2[CH:14]=[CH:13][C:12]([CH2:15]Cl)=[CH:11][CH:10]=2)=[CH:4][C:3]=1[C:17]([F:20])([F:19])[F:18].[N:21]1([CH2:30][C:31]2[C:32](=[O:38])[NH:33][C:34](=[S:37])[NH:35][CH:36]=2)[C:29]2[C:24](=[CH:25][CH:26]=[CH:27][CH:28]=2)[CH:23]=[CH:22]1.C([O-])([O-])=O.[K+].[K+]. Product: [Cl:1][C:2]1[CH:7]=[CH:6][C:5]([O:8][C:9]2[CH:14]=[CH:13][C:12]([CH2:15][S:37][C:34]3[NH:35][CH:36]=[C:31]([CH2:30][N:21]4[C:29]5[C:24](=[CH:25][CH:26]=[CH:27][CH:28]=5)[CH:23]=[CH:22]4)[C:32](=[O:38])[N:33]=3)=[CH:11][CH:10]=2)=[CH:4][C:3]=1[C:17]([F:20])([F:19])[F:18]. The catalyst class is: 3. (3) Reactant: [Br:1][C:2]1[CH:3]=[N:4][C:5](Cl)=[N:6][CH:7]=1.[CH2:9]([NH2:11])[CH3:10].N#N. Product: [Br:1][C:2]1[CH:3]=[N:4][C:5]([NH:11][CH2:9][CH3:10])=[N:6][CH:7]=1. The catalyst class is: 191. (4) The catalyst class is: 5. Reactant: [NH2:1][CH2:2][C@H:3]1[CH2:7][CH2:6][N:5]([CH2:8][CH:9]2[C:19]3=[C:20]4[C:15](=[CH:16][CH:17]=[C:18]3[F:21])[CH:14]=[CH:13][C:12](=[O:22])[N:11]4[CH2:10]2)[CH2:4]1.[S:23]1[C:31]2[CH:30]=[C:29]([CH:32]=O)[N:28]=[CH:27][C:26]=2[O:25][CH2:24]1.C(Cl)(Cl)[Cl:35].C(O[BH-](OC(=O)C)OC(=O)C)(=O)C.[Na+]. Product: [ClH:35].[ClH:35].[F:21][C:18]1[C:19]2[CH:9]([CH2:8][N:5]3[CH2:6][CH2:7][C@H:3]([CH2:2][NH:1][CH2:32][C:29]4[N:28]=[CH:27][C:26]5[O:25][CH2:24][S:23][C:31]=5[CH:30]=4)[CH2:4]3)[CH2:10][N:11]3[C:20]=2[C:15]([CH:14]=[CH:13][C:12]3=[O:22])=[CH:16][CH:17]=1. (5) Reactant: [CH3:1][C@H:2]1[C@@:41]2([OH:43])[O:42][C@H:5]([CH2:6][C@H:7]([O:64][CH3:65])[C:8]([CH3:63])=[CH:9][CH:10]=[CH:11][CH:12]=[CH:13][C@@H:14]([CH3:62])[CH2:15][C@@H:16]([CH3:61])[C:17]([C@H:19]([O:59][CH3:60])[C@H:20]([OH:58])[C:21]([CH3:57])=[CH:22][C@@H:23]([CH3:56])[C:24]([CH2:26][C@@H:27]([C@@H:44]([CH2:46][C@H:47]3[CH2:52][C@@H:51]([O:53][CH3:54])[C@H:50]([OH:55])[CH2:49][CH2:48]3)[CH3:45])[O:28][C:29]([C@H:31]3[N:36]([C:37]([C:39]2=[O:40])=[O:38])[CH2:35][CH2:34][CH2:33][CH2:32]3)=[O:30])=[O:25])=[O:18])[CH2:4][CH2:3]1.[CH3:66][C:67]1([C:85](O)=[O:86])[CH2:72][O:71]C(C2C=CC=CC=2)(C2C=CC=CC=2)[O:69][CH2:68]1.S(=O)(=O)(O)O.O. Product: [CH3:1][C@H:2]1[C@@:41]2([OH:43])[O:42][C@H:5]([CH2:6][C@H:7]([O:64][CH3:65])[C:8]([CH3:63])=[CH:9][CH:10]=[CH:11][CH:12]=[CH:13][C@@H:14]([CH3:62])[CH2:15][C@@H:16]([CH3:61])[C:17]([C@H:19]([O:59][CH3:60])[C@H:20]([OH:58])[C:21]([CH3:57])=[CH:22][C@@H:23]([CH3:56])[C:24]([CH2:26][C@@H:27]([C@@H:44]([CH2:46][C@H:47]3[CH2:52][C@@H:51]([O:53][CH3:54])[C@H:50]([O:55][C:68]([C:67]([CH2:85][OH:86])([CH2:72][OH:71])[CH3:66])=[O:69])[CH2:49][CH2:48]3)[CH3:45])[O:28][C:29]([C@H:31]3[N:36]([C:37]([C:39]2=[O:40])=[O:38])[CH2:35][CH2:34][CH2:33][CH2:32]3)=[O:30])=[O:25])=[O:18])[CH2:4][CH2:3]1. The catalyst class is: 1. (6) The catalyst class is: 6. Reactant: [CH2:1]([O:3][CH:4]([CH2:10][C:11]1[CH:16]=[CH:15][C:14]([O:17][CH2:18][CH2:19][N:20]2[C:25](=[O:26])[CH:24]=[C:23]([C:27]3[CH:32]=[CH:31][CH:30]=[CH:29][CH:28]=3)[N:22]=[C:21]2[CH2:33][CH3:34])=[CH:13][CH:12]=1)[C:5]([O:7]CC)=[O:6])[CH3:2].[OH-].[Na+]. Product: [CH2:1]([O:3][CH:4]([CH2:10][C:11]1[CH:12]=[CH:13][C:14]([O:17][CH2:18][CH2:19][N:20]2[C:25](=[O:26])[CH:24]=[C:23]([C:27]3[CH:32]=[CH:31][CH:30]=[CH:29][CH:28]=3)[N:22]=[C:21]2[CH2:33][CH3:34])=[CH:15][CH:16]=1)[C:5]([OH:7])=[O:6])[CH3:2]. (7) Reactant: [OH-].[Na+].[NH2:3][C:4]1[CH:12]=[CH:11][C:7]([C:8]([OH:10])=[O:9])=[CH:6][CH:5]=1.[C:13]([O:17][C:18](O[C:18]([O:17][C:13]([CH3:16])([CH3:15])[CH3:14])=[O:19])=[O:19])([CH3:16])([CH3:15])[CH3:14].C(O)(=O)CC(CC(O)=O)(C(O)=O)O. Product: [C:13]([O:17][C:18]([NH:3][C:4]1[CH:12]=[CH:11][C:7]([C:8]([OH:10])=[O:9])=[CH:6][CH:5]=1)=[O:19])([CH3:16])([CH3:15])[CH3:14]. The catalyst class is: 127. (8) Reactant: C([O:3][C:4]([C:6]1[C:11]([C:12]([O:14]CC)=[O:13])=[CH:10][C:9]([C:17]([F:20])([F:19])[F:18])=[C:8]([Cl:21])[N:7]=1)=[O:5])C.[OH-].[Na+].[Cl-].[Na+].Cl. Product: [Cl:21][C:8]1[N:7]=[C:6]([C:4]([OH:5])=[O:3])[C:11]([C:12]([OH:14])=[O:13])=[CH:10][C:9]=1[C:17]([F:20])([F:18])[F:19]. The catalyst class is: 30.